This data is from Peptide-MHC class I binding affinity with 185,985 pairs from IEDB/IMGT. The task is: Regression. Given a peptide amino acid sequence and an MHC pseudo amino acid sequence, predict their binding affinity value. This is MHC class I binding data. (1) The peptide sequence is APSYRNFSF. The binding affinity (normalized) is 0.949. The MHC is HLA-B07:02 with pseudo-sequence HLA-B07:02. (2) The peptide sequence is ETIFTVLAL. The MHC is HLA-B15:01 with pseudo-sequence HLA-B15:01. The binding affinity (normalized) is 0.0847. (3) The peptide sequence is GRQTQSRPI. The MHC is HLA-A24:02 with pseudo-sequence HLA-A24:02. The binding affinity (normalized) is 0. (4) The peptide sequence is TPKIVGGIGG. The MHC is Mamu-A2201 with pseudo-sequence Mamu-A2201. The binding affinity (normalized) is 0. (5) The peptide sequence is VTWIPEWDF. The MHC is Mamu-B01 with pseudo-sequence Mamu-B01. The binding affinity (normalized) is 0.00974. (6) The peptide sequence is TEFFMSRKL. The MHC is HLA-A26:01 with pseudo-sequence HLA-A26:01. The binding affinity (normalized) is 0.0847. (7) The peptide sequence is NMYSEICYS. The binding affinity (normalized) is 0.0847. The MHC is HLA-B15:17 with pseudo-sequence HLA-B15:17. (8) The peptide sequence is MLIKPKELV. The MHC is HLA-A02:01 with pseudo-sequence HLA-A02:01. The binding affinity (normalized) is 0.328. (9) The peptide sequence is APPHGGIAF. The MHC is HLA-B58:01 with pseudo-sequence HLA-B58:01. The binding affinity (normalized) is 0.0847. (10) The peptide sequence is CSNSHVNTL. The MHC is Mamu-A01 with pseudo-sequence Mamu-A01. The binding affinity (normalized) is 0.709.